From a dataset of Reaction yield outcomes from USPTO patents with 853,638 reactions. Predict the reaction yield, written as a fraction of the theoretical maximum amount of product (1.0 means a 100% yield; for example, 0.34 means a 34% yield). (1) The reactants are Cl.[Cl:2][C:3]1[C:8]([Cl:9])=[CH:7][CH:6]=[CH:5][C:4]=1[N:10]1[CH2:15][CH2:14][N:13](C(OC(C)(C)C)=O)[CH2:12][CH2:11]1. The catalyst is CCOC(C)=O. The product is [ClH:2].[Cl:2][C:3]1[C:8]([Cl:9])=[CH:7][CH:6]=[CH:5][C:4]=1[N:10]1[CH2:15][CH2:14][NH:13][CH2:12][CH2:11]1. The yield is 0.780. (2) The reactants are [O:1]=[C:2]([C:10]1[CH:15]=[CH:14][CH:13]=[CH:12][CH:11]=1)[CH2:3][CH2:4][CH2:5][CH2:6][C:7]([OH:9])=O.[C:16]([O:20][C:21]([N:23]1[CH2:28][CH2:27][CH:26]([C:29]2[CH:34]=[CH:33][C:32]([F:35])=[C:31]([NH2:36])[CH:30]=2)[CH2:25][CH2:24]1)=[O:22])([CH3:19])([CH3:18])[CH3:17].Cl.CN(C)CCCN=C=NCC.C(Cl)Cl. The catalyst is CN(C)C1C=CN=CC=1.CN(C=O)C.O. The product is [F:35][C:32]1[CH:33]=[CH:34][C:29]([CH:26]2[CH2:27][CH2:28][N:23]([C:21]([O:20][C:16]([CH3:18])([CH3:17])[CH3:19])=[O:22])[CH2:24][CH2:25]2)=[CH:30][C:31]=1[NH:36][C:7](=[O:9])[CH2:6][CH2:5][CH2:4][CH2:3][C:2](=[O:1])[C:10]1[CH:15]=[CH:14][CH:13]=[CH:12][CH:11]=1. The yield is 0.510. (3) The reactants are [SH:1][C:2]1[S:3][C:4]2[CH2:14][CH2:13][C:12]3[C:7](=[CH:8][CH:9]=[CH:10][C:11]=3[O:15][CH2:16][CH2:17][C:18]([O:20]CC)=[O:19])[C:5]=2[N:6]=1.[C:23]1([CH:29]([C:32]2[CH:37]=[CH:36][CH:35]=[CH:34][CH:33]=2)[CH2:30]I)[CH:28]=[CH:27][CH:26]=[CH:25][CH:24]=1. No catalyst specified. The product is [C:23]1([CH:29]([C:32]2[CH:33]=[CH:34][CH:35]=[CH:36][CH:37]=2)[CH2:30][S:1][C:2]2[S:3][C:4]3[CH2:14][CH2:13][C:12]4[C:7](=[CH:8][CH:9]=[CH:10][C:11]=4[O:15][CH2:16][CH2:17][C:18]([OH:20])=[O:19])[C:5]=3[N:6]=2)[CH:28]=[CH:27][CH:26]=[CH:25][CH:24]=1. The yield is 0.290. (4) The reactants are [CH3:1][O:2][C:3](=[O:23])[C@H:4]([N:6]1[C:14]2[C:9](=[CH:10][C:11]([O:15]CC3C=CC=CC=3)=[CH:12][CH:13]=2)[CH:8]=[CH:7]1)[CH3:5].C([O-])=O.[NH4+]. The catalyst is C(O)C.C(O)C.O.[OH-].[Pd+2].[OH-]. The product is [CH3:1][O:2][C:3](=[O:23])[C@H:4]([N:6]1[C:14]2[C:9](=[CH:10][C:11]([OH:15])=[CH:12][CH:13]=2)[CH:8]=[CH:7]1)[CH3:5]. The yield is 0.980. (5) The reactants are C([O:8][C:9]1[CH:26]=[CH:25][C:24]2[C:23]3[C@H:14]([C@H:15]4[C@@:19]([CH2:21][C:22]=3[CH2:27]/[CH:28]=[CH:29]/[CH2:30][CH2:31][CH2:32][CH2:33][CH2:34][CH2:35][C@H:36]([CH2:53][CH2:54][C:55]([F:67])([F:66])[C:56]([F:65])([F:64])[C:57]([F:63])([F:62])[C:58]([F:61])([F:60])[F:59])[C:37]([N:39]3[C@H:43]([C:44]5[CH:49]=[CH:48][CH:47]=[CH:46][CH:45]=5)[C@H:42]([CH3:50])[N:41]([CH3:51])[C:40]3=[O:52])=[O:38])([CH3:20])[C@@H:18]([O:68]CC3C=CC=CC=3)[CH2:17][CH2:16]4)[CH2:13][CH2:12][C:11]=2[CH:10]=1)C1C=CC=CC=1.C(OC1C=CC2C3[C@H]([C@H]4[C@@](CC=3C/C=C\CCCCCC[C@H](CCC(F)(F)C(F)(F)C(F)(F)C(F)(F)F)C(N3[C@H](C5C=CC=CC=5)[C@H](C)N(C)C3=O)=O)(C)[C@@H](OCC3C=CC=CC=3)CC4)CCC=2C=1)C1C=CC=CC=1. The catalyst is CO.O1CCCC1.[OH-].[OH-].[Pd+2]. The product is [OH:8][C:9]1[CH:26]=[CH:25][C:24]2[C@@H:23]3[C@H:14]([C@H:15]4[C@@:19]([CH2:21][C@@H:22]3[CH2:27][CH2:28][CH2:29][CH2:30][CH2:31][CH2:32][CH2:33][CH2:34][CH2:35][C@H:36]([CH2:53][CH2:54][C:55]([F:67])([F:66])[C:56]([F:64])([F:65])[C:57]([F:62])([F:63])[C:58]([F:59])([F:60])[F:61])[C:37]([N:39]3[C@H:43]([C:44]5[CH:45]=[CH:46][CH:47]=[CH:48][CH:49]=5)[C@H:42]([CH3:50])[N:41]([CH3:51])[C:40]3=[O:52])=[O:38])([CH3:20])[C@@H:18]([OH:68])[CH2:17][CH2:16]4)[CH2:13][CH2:12][C:11]=2[CH:10]=1. The yield is 0.700.